This data is from Peptide-MHC class II binding affinity with 134,281 pairs from IEDB. The task is: Regression. Given a peptide amino acid sequence and an MHC pseudo amino acid sequence, predict their binding affinity value. This is MHC class II binding data. (1) The peptide sequence is DTAGWDTRITEADLD. The MHC is HLA-DQA10201-DQB10301 with pseudo-sequence HLA-DQA10201-DQB10301. The binding affinity (normalized) is 0.304. (2) The peptide sequence is AWENTTIDLTSEKPA. The MHC is DRB1_0101 with pseudo-sequence DRB1_0101. The binding affinity (normalized) is 0. (3) The peptide sequence is SELPDFLAKKGGEAM. The MHC is DRB1_0301 with pseudo-sequence DRB1_0301. The binding affinity (normalized) is 0.390.